Dataset: Catalyst prediction with 721,799 reactions and 888 catalyst types from USPTO. Task: Predict which catalyst facilitates the given reaction. (1) The catalyst class is: 7. Reactant: C([O:3][C:4]([C:6]1[O:7][C:8]([C:11]2[CH:16]=[CH:15][C:14]([C:17]#[N:18])=[CH:13][CH:12]=2)=[CH:9][N:10]=1)=[O:5])C.[OH-].[Na+]. Product: [C:17]([C:14]1[CH:13]=[CH:12][C:11]([C:8]2[O:7][C:6]([C:4]([OH:5])=[O:3])=[N:10][CH:9]=2)=[CH:16][CH:15]=1)#[N:18]. (2) Reactant: [Cl:1][C:2]1[N:9]=[C:8]([NH:10][C@H:11]([CH3:24])[CH2:12][N:13]2C(=O)C3C(=CC=CC=3)C2=O)[C:7]([F:25])=[CH:6][C:3]=1[C:4]#[N:5].NN. Product: [NH2:13][CH2:12][C@H:11]([NH:10][C:8]1[C:7]([F:25])=[CH:6][C:3]([C:4]#[N:5])=[C:2]([Cl:1])[N:9]=1)[CH3:24]. The catalyst class is: 199. (3) Reactant: [OH:1][C:2]1[CH:3]=[C:4]2[C:8](=[CH:9][CH:10]=1)[NH:7][CH:6]=[CH:5]2.Br[CH2:12][C:13]([O:15][CH2:16][CH3:17])=[O:14].C([O-])([O-])=O.[Cs+].[Cs+]. Product: [CH2:16]([O:15][C:13](=[O:14])[CH2:12][O:1][C:2]1[CH:3]=[C:4]2[C:8](=[CH:9][CH:10]=1)[NH:7][CH:6]=[CH:5]2)[CH3:17]. The catalyst class is: 10. (4) Reactant: C1([O:7][C:8](=O)[N:9]([C:19]2[CH:24]=[C:23]([O:25][C:26]3[CH:31]=[CH:30][C:29]([NH:32][C:33]([C:35]4([C:38](=[O:47])[NH:39][C:40]5[CH:45]=[CH:44][C:43]([F:46])=[CH:42][CH:41]=5)[CH2:37][CH2:36]4)=[O:34])=[CH:28][C:27]=3[F:48])[CH:22]=[CH:21][N:20]=2)C(OC2C=CC=CC=2)=O)C=CC=CC=1.Cl.Cl.[CH3:52][N:53]([CH3:60])[CH:54]1[CH2:59][CH2:58][NH:57][CH2:56][CH2:55]1.C(N(CC)CC)C. Product: [CH3:52][N:53]([CH3:60])[CH:54]1[CH2:59][CH2:58][N:57]([C:8]([NH:9][C:19]2[CH:24]=[C:23]([O:25][C:26]3[CH:31]=[CH:30][C:29]([NH:32][C:33]([C:35]4([C:38]([NH:39][C:40]5[CH:41]=[CH:42][C:43]([F:46])=[CH:44][CH:45]=5)=[O:47])[CH2:37][CH2:36]4)=[O:34])=[CH:28][C:27]=3[F:48])[CH:22]=[CH:21][N:20]=2)=[O:7])[CH2:56][CH2:55]1. The catalyst class is: 9. (5) Product: [CH3:15][O:11][C:9]1[CH:8]=[CH:7][C:6]2[O:1][CH2:2][CH2:3][O:4][C:5]=2[CH:10]=1. The catalyst class is: 3. Reactant: [O:1]1[C:6]2[CH:7]=[CH:8][C:9]([OH:11])=[CH:10][C:5]=2[O:4][CH2:3][CH2:2]1.[H-].[Na+].I[CH3:15]. (6) Reactant: O=P(Cl)(Cl)[Cl:3].[CH3:6][N:7]1[CH:11]=[CH:10][CH:9]=[C:8]1[C:12]([O:14][CH3:15])=[O:13].[CH3:16][N+:17]([CH3:20])=[CH:18][Cl:19].[Cl-].[C:22]([O-])(O)=[O:23].[Na+]. Product: [CH3:16][N+:17]([CH3:20])=[CH:18][Cl:19].[Cl-:3].[CH:22]([C:11]1[N:7]([CH3:6])[C:8]([C:12]([O:14][CH3:15])=[O:13])=[CH:9][CH:10]=1)=[O:23]. The catalyst class is: 825. (7) Reactant: [C:1]([O:5][C:6]([C@@H:8]1[N:12]([CH2:13][C:14]2[CH:19]=[CH:18][CH:17]=[CH:16][CH:15]=2)[C@@H:11]([CH:20]=[CH2:21])[C@H:10]([NH:22][C:23]([O:25][CH2:26][C:27]2[CH:32]=[CH:31][CH:30]=[CH:29][CH:28]=2)=[O:24])[CH2:9]1)=[O:7])([CH3:4])([CH3:3])[CH3:2].[H-].[Na+].I[CH3:36]. Product: [C:1]([O:5][C:6]([C@@H:8]1[N:12]([CH2:13][C:14]2[CH:15]=[CH:16][CH:17]=[CH:18][CH:19]=2)[C@@H:11]([CH:20]=[CH2:21])[C@H:10]([N:22]([CH3:36])[C:23]([O:25][CH2:26][C:27]2[CH:28]=[CH:29][CH:30]=[CH:31][CH:32]=2)=[O:24])[CH2:9]1)=[O:7])([CH3:2])([CH3:3])[CH3:4]. The catalyst class is: 3. (8) Reactant: [H-].[K+].[CH2:3]([N:6]([C:23]1[CH:28]=[CH:27][C:26]([O:29][CH2:30][C:31]2[CH:36]=[CH:35][CH:34]=[CH:33][CH:32]=2)=[CH:25][CH:24]=1)[C:7]([NH:9][C:10]1[CH:15]=[CH:14][C:13]([O:16][C:17]2[CH:22]=[CH:21][CH:20]=[CH:19][CH:18]=2)=[CH:12][CH:11]=1)=[O:8])[CH:4]=[CH2:5].[CH2:37](Br)[CH:38]=[CH2:39]. Product: [CH2:39]([N:9]([C:10]1[CH:11]=[CH:12][C:13]([O:16][C:17]2[CH:22]=[CH:21][CH:20]=[CH:19][CH:18]=2)=[CH:14][CH:15]=1)[C:7]([N:6]([CH2:3][CH:4]=[CH2:5])[C:23]1[CH:24]=[CH:25][C:26]([O:29][CH2:30][C:31]2[CH:36]=[CH:35][CH:34]=[CH:33][CH:32]=2)=[CH:27][CH:28]=1)=[O:8])[CH:38]=[CH2:37]. The catalyst class is: 266.